Dataset: Catalyst prediction with 721,799 reactions and 888 catalyst types from USPTO. Task: Predict which catalyst facilitates the given reaction. (1) Reactant: [CH3:1][C:2]1[CH:7]=[CH:6][N:5]=[C:4](C(O)=O)[CH:3]=1.[NH:11]1[CH2:21][CH2:20][CH2:19][CH2:18][CH:12]1[C:13]([O:15][CH2:16][CH3:17])=[O:14].CN([C:25]([O:29]N1N=NC2C=CC=CC1=2)=[N+](C)C)C.F[P-](F)(F)(F)(F)F.CN1CCOCC1. Product: [CH2:16]([O:15][C:13]([CH:12]1[CH2:18][CH2:19][CH2:20][CH2:21][N:11]1[C:25]([C:7]1[CH:6]=[N:5][CH:4]=[CH:3][C:2]=1[CH3:1])=[O:29])=[O:14])[CH3:17]. The catalyst class is: 4. (2) Reactant: [OH:1][C@H:2]1[CH2:17][C:16](=[O:18])[O:15][O:14][C@H:13](/[CH:19]=[CH:20]/[CH2:21][CH2:22][S:23]C(C2C=CC=CC=2)(C2C=CC=CC=2)C2C=CC=CC=2)[CH2:12][C:11](=[O:43])[NH:10][C@H:9]([CH:44]([CH3:46])[CH3:45])[C:8](=[O:47])[NH:7][C@H:6]([CH3:48])[C:5](=[O:49])[NH:4][C@@H:3]1[CH:50]([CH3:52])[CH3:51].C([SiH](CC)CC)C.C(O)(C(F)(F)F)=O. Product: [OH:1][C@H:2]1[CH2:17][C:16](=[O:18])[O:15][O:14][C@H:13](/[CH:19]=[CH:20]/[CH2:21][CH2:22][SH:23])[CH2:12][C:11](=[O:43])[NH:10][C@H:9]([CH:44]([CH3:46])[CH3:45])[C:8](=[O:47])[NH:7][C@H:6]([CH3:48])[C:5](=[O:49])[NH:4][C@@H:3]1[CH:50]([CH3:52])[CH3:51]. The catalyst class is: 2. (3) The catalyst class is: 85. Product: [CH3:32][N:33]([CH3:38])[CH2:34][C:35]([NH:1][C@@H:2]1[CH2:7][CH2:6][CH2:5][N:4]([C:8]2[CH:16]=[CH:15][C:11]([C:12]([NH2:14])=[O:13])=[C:10]([NH:17][C:18]3[CH:19]=[CH:20][C:21]([C:24]([N:26]4[CH2:31][CH2:30][O:29][CH2:28][CH2:27]4)=[O:25])=[CH:22][CH:23]=3)[N:9]=2)[CH2:3]1)=[O:36]. Reactant: [NH2:1][C@@H:2]1[CH2:7][CH2:6][CH2:5][N:4]([C:8]2[CH:16]=[CH:15][C:11]([C:12]([NH2:14])=[O:13])=[C:10]([NH:17][C:18]3[CH:23]=[CH:22][C:21]([C:24]([N:26]4[CH2:31][CH2:30][O:29][CH2:28][CH2:27]4)=[O:25])=[CH:20][CH:19]=3)[N:9]=2)[CH2:3]1.[CH3:32][N:33]([CH3:38])[CH2:34][C:35](O)=[O:36].C(N(CC)C(C)C)(C)C.CN(C(ON1N=NC2C=CC=NC1=2)=[N+](C)C)C.F[P-](F)(F)(F)(F)F. (4) Reactant: [CH3:1][C:2]1[C:6]([C:7]#[N:8])=[CH:5][NH:4][N:3]=1.CCN(C(C)C)C(C)C.[CH3:18][C:19]([O:22][C:23](O[C:23]([O:22][C:19]([CH3:21])([CH3:20])[CH3:18])=[O:24])=[O:24])([CH3:21])[CH3:20]. Product: [C:7]([C:6]1[C:2]([CH3:1])=[N:3][N:4]([C:23]([O:22][C:19]([CH3:21])([CH3:20])[CH3:18])=[O:24])[CH:5]=1)#[N:8]. The catalyst class is: 64. (5) Reactant: [CH2:1]([N:3]1[C:7]([C:8]([OH:10])=O)=[CH:6][C:5]([CH3:11])=[N:4]1)[CH3:2].S(Cl)(Cl)=O.[NH2:16][C:17]1[CH:34]=[CH:33][C:20]([C:21]([C:23]2[CH:24]=[C:25]3[C:29](=[CH:30][CH:31]=2)[NH:28][C:27](=[O:32])[CH2:26]3)=[O:22])=[CH:19][CH:18]=1. Product: [O:32]=[C:27]1[CH2:26][C:25]2[C:29](=[CH:30][CH:31]=[C:23]([C:21]([C:20]3[CH:33]=[CH:34][C:17]([NH:16][C:8]([C:7]4[N:3]([CH2:1][CH3:2])[N:4]=[C:5]([CH3:11])[CH:6]=4)=[O:10])=[CH:18][CH:19]=3)=[O:22])[CH:24]=2)[NH:28]1. The catalyst class is: 1. (6) Reactant: [CH2:1]([CH:3]([CH2:6][CH2:7][CH2:8][CH3:9])[CH2:4][NH2:5])[CH3:2].[N:10]([CH2:13][CH2:14][CH2:15][CH2:16][CH2:17][CH2:18][N:19]=[C:20]=[O:21])=[C:11]=[O:12]. Product: [CH2:18]([NH:19][C:20]([NH:5][CH2:4][CH:3]([CH2:1][CH3:2])[CH2:6][CH2:7][CH2:8][CH3:9])=[O:21])[CH2:17][CH2:16][CH2:15][CH2:14][CH2:13][NH:10][C:11]([NH:5][CH2:4][CH:3]([CH2:1][CH3:2])[CH2:6][CH2:7][CH2:8][CH3:9])=[O:12]. The catalyst class is: 262. (7) Reactant: Br[C:2]1[CH:7]=[C:6]([O:8][C:9]([F:14])([F:13])[CH:10]([F:12])[F:11])[CH:5]=[C:4]([F:15])[CH:3]=1.[F:16][C:17]1[CH:28]=[CH:27][C:20]([C:21](N(OC)C)=[O:22])=[CH:19][C:18]=1[O:29][CH:30]([CH3:32])[CH3:31].[Li]CCCC.CCCCCC. Product: [F:16][C:17]1[CH:28]=[CH:27][C:20]([C:21]([C:2]2[CH:7]=[C:6]([O:8][C:9]([F:14])([F:13])[CH:10]([F:12])[F:11])[CH:5]=[C:4]([F:15])[CH:3]=2)=[O:22])=[CH:19][C:18]=1[O:29][CH:30]([CH3:32])[CH3:31]. The catalyst class is: 1.